Predict the product of the given reaction. From a dataset of Forward reaction prediction with 1.9M reactions from USPTO patents (1976-2016). (1) Given the reactants [H-].[Na+].[NH2:3][C:4]1[CH:9]=[CH:8][C:7]([N+:10]([O-:12])=[O:11])=[CH:6][C:5]=1[NH:13][C:14]([C:16]1[CH:21]=[C:20]([Cl:22])[N:19]=[N:18][C:17]=1Cl)=[O:15].Cl, predict the reaction product. The product is: [Cl:22][C:20]1[CH:21]=[C:17]([C:16]2[C:14](=[O:15])[NH:13][C:5]3[C:4]([N:3]=2)=[CH:9][CH:8]=[C:7]([N+:10]([O-:12])=[O:11])[CH:6]=3)[NH:18][N:19]=1. (2) Given the reactants Br[C:2]1[CH:3]=[C:4]([CH:25]=[CH:26][N:27]=1)[C:5]([NH:7][C:8]1[S:9][C:10]2[C:16]([CH:17]3[CH2:22][O:21][CH2:20][CH2:19][O:18]3)=[CH:15][CH:14]=[C:13]([O:23][CH3:24])[C:11]=2[N:12]=1)=[O:6].C(=O)([O-])[O-].[Cs+].[Cs+].[OH:34][CH:35]1[CH2:40][CH2:39][NH:38][CH2:37][CH2:36]1.CS(C)=O, predict the reaction product. The product is: [O:18]1[CH2:19][CH2:20][O:21][CH2:22][CH:17]1[C:16]1[C:10]2[S:9][C:8]([NH:7][C:5]([C:4]3[CH:25]=[CH:26][N:27]=[C:2]([N:38]4[CH2:39][CH2:40][CH:35]([OH:34])[CH2:36][CH2:37]4)[CH:3]=3)=[O:6])=[N:12][C:11]=2[C:13]([O:23][CH3:24])=[CH:14][CH:15]=1. (3) The product is: [F:1][C:2]1[CH:7]=[CH:6][C:5]([S:8]([NH:11][C:12]2([C:15]([OH:17])=[O:16])[CH2:14][CH2:13]2)(=[O:9])=[O:10])=[CH:4][CH:3]=1. Given the reactants [F:1][C:2]1[CH:7]=[CH:6][C:5]([S:8]([NH:11][C:12]2([C:15]([O:17]C)=[O:16])[CH2:14][CH2:13]2)(=[O:10])=[O:9])=[CH:4][CH:3]=1.O.O[Li].O, predict the reaction product. (4) Given the reactants [OH:1][CH:2]([CH2:24][OH:25])[CH2:3][O:4][C:5]1[CH:10]=[CH:9][C:8]([NH:11][C:12]2[O:13][CH2:14][C:15](=[O:22])[C:16]=2[C:17]([O:19][CH2:20][CH3:21])=[O:18])=[C:7]([CH3:23])[CH:6]=1.[NH:26]1[C:34]2[C:29](=[CH:30][CH:31]=[CH:32][N:33]=2)[C:28]([CH:35]=O)=[CH:27]1.N1CCCCC1, predict the reaction product. The product is: [NH:26]1[C:34]2=[N:33][CH:32]=[CH:31][CH:30]=[C:29]2[C:28]([CH:35]=[C:14]2[O:13][C:12]([NH:11][C:8]3[CH:9]=[CH:10][C:5]([O:4][CH2:3][CH:2]([OH:1])[CH2:24][OH:25])=[CH:6][C:7]=3[CH3:23])=[C:16]([C:17]([O:19][CH2:20][CH3:21])=[O:18])[C:15]2=[O:22])=[CH:27]1. (5) Given the reactants Cl[C:2]1[N:7]=[C:6]([O:8][CH3:9])[CH:5]=[CH:4][N:3]=1.[N:10]1[CH:11]=[CH:12][N:13]2[CH:18]=[C:17]([C:19]#[N:20])[CH:16]=[CH:15][C:14]=12.C(=O)([O-])[O-].[K+].[K+].C1(P(C2C=CC=CC=2)C2C=CC=CC=2)C=CC=CC=1, predict the reaction product. The product is: [CH3:9][O:8][C:6]1[CH:5]=[CH:4][N:3]=[C:2]([C:12]2[N:13]3[CH:18]=[C:17]([C:19]#[N:20])[CH:16]=[CH:15][C:14]3=[N:10][CH:11]=2)[N:7]=1. (6) The product is: [CH3:17][C:16]1[N:3]=[N:2][N:1]2[C:4]3[CH:9]=[CH:8][CH:7]=[C:6]([CH2:10][CH:11]=[CH2:12])[C:5]=3[O:13][CH2:14][C:15]=12. Given the reactants [N:1]([C:4]1[CH:9]=[CH:8][CH:7]=[C:6]([CH2:10][CH:11]=[CH2:12])[C:5]=1[O:13][CH2:14][C:15]#[C:16][CH3:17])=[N+:2]=[N-:3], predict the reaction product. (7) Given the reactants Br[C:2]1[CH:7]=[CH:6][CH:5]=[C:4]([Br:8])[CH:3]=1.B1([C:15]2[CH:20]=[CH:19][CH:18]=[N:17][CH:16]=2)OCCCO1, predict the reaction product. The product is: [Br:8][C:4]1[CH:3]=[C:2]([C:15]2[CH:16]=[N:17][CH:18]=[CH:19][CH:20]=2)[CH:7]=[CH:6][CH:5]=1. (8) Given the reactants [NH2:1][CH2:2][CH2:3][CH2:4][C@H:5]([NH:9][C:10]([C:12]1[C:13](=[O:25])[N:14]([CH2:18][C:19]2[CH:24]=[CH:23][CH:22]=[CH:21][CH:20]=2)[CH:15]=[CH:16][CH:17]=1)=[O:11])[C:6]([OH:8])=[O:7].[C:26]([OH:32])([C:28]([F:31])([F:30])[F:29])=[O:27].Cl.[C:34](=[NH:39])(OCC)[CH3:35].C([O-])([O-])=O.[K+].[K+], predict the reaction product. The product is: [CH2:18]([N:14]1[CH:15]=[CH:16][CH:17]=[C:12]([C:10]([NH:9][C@@H:5]([CH2:4][CH2:3][CH2:2][NH:1][C:34](=[NH:39])[CH3:35])[C:6]([OH:8])=[O:7])=[O:11])[C:13]1=[O:25])[C:19]1[CH:20]=[CH:21][CH:22]=[CH:23][CH:24]=1.[C:26]([OH:32])([C:28]([F:31])([F:30])[F:29])=[O:27]. (9) Given the reactants [Cl:1][C:2]1[CH:7]=[CH:6][C:5]([CH2:8][NH:9][C:10](=[O:15])[C:11]([F:14])([F:13])[F:12])=[CH:4][C:3]=1[C:16]1[NH:20][C:19](=[O:21])[N:18]([C:22]2[CH:31]=[CH:30][C:25]([C:26]([O:28]C)=O)=[C:24]([O:32][CH3:33])[CH:23]=2)[N:17]=1.[F:34][CH:35]([F:43])[C:36]1[CH:37]=[C:38]([CH:40]=[CH:41][CH:42]=1)[NH2:39].C[Al](C)C, predict the reaction product. The product is: [Cl:1][C:2]1[CH:7]=[CH:6][C:5]([CH2:8][NH:9][C:10](=[O:15])[C:11]([F:12])([F:13])[F:14])=[CH:4][C:3]=1[C:16]1[NH:20][C:19](=[O:21])[N:18]([C:22]2[CH:31]=[CH:30][C:25]([C:26]([NH:39][C:38]3[CH:40]=[CH:41][CH:42]=[C:36]([CH:35]([F:43])[F:34])[CH:37]=3)=[O:28])=[C:24]([O:32][CH3:33])[CH:23]=2)[N:17]=1. (10) Given the reactants [NH2:1][C:2]1[C:3]([C:9]([NH:11][C:12]2[CH:17]=[CH:16][CH:15]=[C:14]([F:18])[CH:13]=2)=[O:10])=[N:4][C:5]([Br:8])=[CH:6][N:7]=1.[CH3:19]C(OC(C)=O)=O, predict the reaction product. The product is: [Br:8][C:5]1[N:4]=[C:3]2[C:2](=[N:7][CH:6]=1)[N:1]=[CH:19][N:11]([C:12]1[CH:17]=[CH:16][CH:15]=[C:14]([F:18])[CH:13]=1)[C:9]2=[O:10].